This data is from CYP2C9 inhibition data for predicting drug metabolism from PubChem BioAssay. The task is: Regression/Classification. Given a drug SMILES string, predict its absorption, distribution, metabolism, or excretion properties. Task type varies by dataset: regression for continuous measurements (e.g., permeability, clearance, half-life) or binary classification for categorical outcomes (e.g., BBB penetration, CYP inhibition). Dataset: cyp2c9_veith. (1) The drug is c1nc(NC2CCNCC2)c2cc(-c3ccoc3)ccc2n1. The result is 0 (non-inhibitor). (2) The molecule is CCOc1cc(CNCCCN2CCOCC2)cc(Br)c1OCC(=O)Nc1cccc(C(F)(F)F)c1.Cl. The result is 0 (non-inhibitor). (3) The compound is CC(C)NS(=O)(=O)c1ccc(NC(=S)NC(=O)c2ccc(-c3ccccc3)cc2)cc1. The result is 1 (inhibitor). (4) The compound is Cc1sc(NC(=O)CN2CCOCC2)c(C(=O)c2ccccc2)c1C. The result is 1 (inhibitor). (5) The drug is CN(Cc1ccco1)c1nc(-c2ccccc2C(F)(F)F)nc2ccccc12. The result is 0 (non-inhibitor). (6) The drug is O=C(N/N=C1/C[C@@H](O)[C@@H](O)[C@@H]2[C@@H]3C(=O)N(c4cccc(Oc5ccccc5)c4)C(=O)[C@H]3CC[C@@H]12)OCc1ccccc1. The result is 0 (non-inhibitor). (7) The molecule is N#Cc1cccc(NC(=O)N2CCC3(CC2)CCN(C(=O)c2cnccn2)CC3)c1. The result is 0 (non-inhibitor).